Regression. Given a peptide amino acid sequence and an MHC pseudo amino acid sequence, predict their binding affinity value. This is MHC class I binding data. From a dataset of Peptide-MHC class I binding affinity with 185,985 pairs from IEDB/IMGT. (1) The peptide sequence is MEGVFHTMW. The MHC is HLA-B44:02 with pseudo-sequence HLA-B44:02. The binding affinity (normalized) is 0.736. (2) The peptide sequence is FPSNMMVVT. The MHC is HLA-B35:01 with pseudo-sequence HLA-B35:01. The binding affinity (normalized) is 1.00. (3) The peptide sequence is YPDPVIKV. The MHC is HLA-B58:01 with pseudo-sequence HLA-B58:01. The binding affinity (normalized) is 0.0847. (4) The peptide sequence is SAFFGMSRIG. The MHC is HLA-B45:01 with pseudo-sequence HLA-B45:01. The binding affinity (normalized) is 0.0589. (5) The peptide sequence is CSAPPGQHM. The MHC is HLA-B15:01 with pseudo-sequence HLA-B15:01. The binding affinity (normalized) is 0.633. (6) The peptide sequence is VLAYMLFTK. The MHC is HLA-A68:01 with pseudo-sequence HLA-A68:01. The binding affinity (normalized) is 0.808. (7) The peptide sequence is LFQPLHTVM. The MHC is HLA-A30:02 with pseudo-sequence HLA-A30:02. The binding affinity (normalized) is 0.213. (8) The peptide sequence is FRQYTAFTL. The MHC is Mamu-A70103 with pseudo-sequence Mamu-A70103. The binding affinity (normalized) is 0.0131. (9) The peptide sequence is VPWSKILAY. The MHC is HLA-B35:01 with pseudo-sequence HLA-B35:01. The binding affinity (normalized) is 0.805. (10) The peptide sequence is YVYPDNLPR. The MHC is HLA-B57:01 with pseudo-sequence HLA-B57:01. The binding affinity (normalized) is 0.0847.